Dataset: Catalyst prediction with 721,799 reactions and 888 catalyst types from USPTO. Task: Predict which catalyst facilitates the given reaction. (1) Reactant: [N:1]1([C:7]([O:9][C:10]([CH3:13])([CH3:12])[CH3:11])=[O:8])[CH2:6][CH2:5][NH:4][CH2:3][CH2:2]1.CCN(C(C)C)C(C)C.CN(C(ON1N=NC2C=CC=NC1=2)=[N+](C)C)C.F[P-](F)(F)(F)(F)F.[Br:47][C:48]1[CH:49]=[CH:50][C:51]2[C:57]3[S:58][C:59]([C:61]([N:63]([C:65]4[CH:66]=[C:67]([CH:71]=[CH:72][C:73]=4[Cl:74])[C:68](O)=[O:69])[CH3:64])=[O:62])=[CH:60][C:56]=3[CH2:55][CH2:54][O:53][C:52]=2[CH:75]=1. Product: [Br:47][C:48]1[CH:49]=[CH:50][C:51]2[C:57]3[S:58][C:59]([C:61]([N:63]([C:65]4[CH:66]=[C:67]([CH:71]=[CH:72][C:73]=4[Cl:74])[C:68]([N:4]4[CH2:5][CH2:6][N:1]([C:7]([O:9][C:10]([CH3:13])([CH3:12])[CH3:11])=[O:8])[CH2:2][CH2:3]4)=[O:69])[CH3:64])=[O:62])=[CH:60][C:56]=3[CH2:55][CH2:54][O:53][C:52]=2[CH:75]=1. The catalyst class is: 20. (2) The catalyst class is: 6. Reactant: F[C:2]1[CH:9]=[CH:8][C:5]([CH:6]=[O:7])=[CH:4][CH:3]=1.[Br:10][C:11]1[CH:16]=[CH:15][CH:14]=[CH:13][C:12]=1[OH:17].C(=O)([O-])[O-].[K+].[K+].CN(C)C(=O)C. Product: [Br:10][C:11]1[CH:16]=[CH:15][CH:14]=[CH:13][C:12]=1[O:17][C:2]1[CH:9]=[CH:8][C:5]([CH:6]=[O:7])=[CH:4][CH:3]=1. (3) Reactant: [NH2:1][C:2]1[S:3][C:4]([O:13][CH3:14])=[C:5]([CH3:12])[C:6]=1[C:7]([O:9]CC)=O.ClC(Cl)(O[C:19](=[O:25])OC(Cl)(Cl)Cl)Cl.C(N(CC)CC)C.[C:34]1([CH2:40][NH2:41])[CH:39]=[CH:38][CH:37]=[CH:36][CH:35]=1. Product: [CH2:40]([N:41]1[C:7](=[O:9])[C:6]2[C:5]([CH3:12])=[C:4]([O:13][CH3:14])[S:3][C:2]=2[NH:1][C:19]1=[O:25])[C:34]1[CH:39]=[CH:38][CH:37]=[CH:36][CH:35]=1. The catalyst class is: 2. (4) Product: [C:38]1([NH:6][C:7]([C:9]2[C:10](=[O:37])[N:11]([CH3:36])[C:12]3[C:17]([C:18]=2[O:19][P:20]([CH2:29][C:30]2[CH:35]=[CH:34][CH:33]=[CH:32][CH:31]=2)([CH2:22][C:23]2[CH:24]=[CH:25][CH:26]=[CH:27][CH:28]=2)=[O:21])=[CH:16][CH:15]=[CH:14][CH:13]=3)=[O:8])[CH:39]=[CH:40][CH:41]=[CH:42][CH:43]=1. The catalyst class is: 23. Reactant: COC1C=C(OC)C=CC=1C[N:6]([C:38]1[CH:43]=[CH:42][CH:41]=[CH:40][CH:39]=1)[C:7]([C:9]1[C:10](=[O:37])[N:11]([CH3:36])[C:12]2[C:17]([C:18]=1[O:19][P:20]([CH2:29][C:30]1[CH:35]=[CH:34][CH:33]=[CH:32][CH:31]=1)([CH2:22][C:23]1[CH:28]=[CH:27][CH:26]=[CH:25][CH:24]=1)=[O:21])=[CH:16][CH:15]=[CH:14][CH:13]=2)=[O:8].[N+]([O-])([O-])=O.[NH4+].[Ce].